Dataset: Full USPTO retrosynthesis dataset with 1.9M reactions from patents (1976-2016). Task: Predict the reactants needed to synthesize the given product. (1) Given the product [Cl:17][C:18]1[CH:19]=[CH:20][C:21]([S:24]([NH:27][C:28]([N:5]2[CH2:4][CH2:3][C:9]3[CH:10]=[CH:11][C:12]([NH:14][C:28](=[O:29])[NH:27][S:24]([C:34]4[CH:33]=[CH:23][C:18]([Cl:17])=[CH:19][CH:20]=4)(=[O:25])=[O:15])=[CH:13][C:8]=3[CH2:7][CH2:6]2)=[O:29])(=[O:25])=[O:26])=[CH:22][CH:23]=1, predict the reactants needed to synthesize it. The reactants are: Br.Br.[CH2:3]1[C:9]2[CH:10]=[CH:11][C:12]([NH2:14])=[CH:13][C:8]=2[CH2:7][CH2:6][NH:5][CH2:4]1.[OH-:15].[Na+].[Cl:17][C:18]1[CH:23]=[CH:22][C:21]([S:24]([N:27]=[C:28]=[O:29])(=[O:26])=[O:25])=[CH:20][CH:19]=1.C(O[CH2:33][CH3:34])C. (2) Given the product [C:1]([NH:5][C:6]([C:8]1[C:16]2[C:11](=[N:12][CH:13]=[C:14]([C:17]3[C:25]4[C:20](=[CH:21][CH:22]=[C:23]([O:26][CH:27]([F:29])[F:28])[CH:24]=4)[NH:19][N:18]=3)[N:15]=2)[NH:10][CH:9]=1)=[O:7])([CH3:4])([CH3:2])[CH3:3], predict the reactants needed to synthesize it. The reactants are: [C:1]([NH:5][C:6]([C:8]1[C:16]2[C:11](=[N:12][CH:13]=[C:14]([C:17]3[C:25]4[C:20](=[CH:21][CH:22]=[C:23]([O:26][CH:27]([F:29])[F:28])[CH:24]=4)[NH:19][N:18]=3)[N:15]=2)[N:10](COCC[Si](C)(C)C)[CH:9]=1)=[O:7])([CH3:4])([CH3:3])[CH3:2].C(O)(C(F)(F)F)=O. (3) Given the product [CH2:31]([O:30][C:28]([NH:1][C:2]1[CH:7]=[CH:6][C:5]([N:8]2[CH2:9][CH:10]3[CH2:19][C:14]4([CH2:13][CH:11]3[CH2:12]2)[O:15][CH2:16][CH2:17][O:18]4)=[C:4]([F:20])[CH:3]=1)=[O:29])[C:32]1[CH:37]=[CH:36][CH:35]=[CH:34][CH:33]=1, predict the reactants needed to synthesize it. The reactants are: [NH2:1][C:2]1[CH:7]=[CH:6][C:5]([N:8]2[CH2:12][CH:11]3[CH2:13][C:14]4([CH2:19][CH:10]3[CH2:9]2)[O:18][CH2:17][CH2:16][O:15]4)=[C:4]([F:20])[CH:3]=1.C(=O)([O-])[O-].[Na+].[Na+].Cl[C:28]([O:30][CH2:31][C:32]1[CH:37]=[CH:36][CH:35]=[CH:34][CH:33]=1)=[O:29]. (4) Given the product [Br:16][C:3]1[CH:4]=[C:5]([CH:9]=[C:10]([O:11][C:12]([F:13])([F:14])[F:15])[CH:2]=1)[C:6]([OH:8])=[O:7], predict the reactants needed to synthesize it. The reactants are: N[C:2]1[C:10]([O:11][C:12]([F:15])([F:14])[F:13])=[CH:9][C:5]([C:6]([OH:8])=[O:7])=[CH:4][C:3]=1[Br:16].C(O)C.S(=O)(=O)(O)O.N([O-])=O.[Na+]. (5) Given the product [CH3:46][S:47]([O:1][C:2]1[C:10]([CH3:11])=[CH:9][C:8]([C:12]2[N:13]([C:31]([O:33][C:34]([CH3:35])([CH3:37])[CH3:36])=[O:32])[C:14]3[C:19]([CH:20]=2)=[CH:18][C:17]([CH2:21][N:22]2[CH2:27][CH2:26][N:25]([CH2:28][CH2:29][OH:30])[CH2:24][CH2:23]2)=[CH:16][CH:15]=3)=[C:7]2[C:3]=1[CH2:4][NH:5][C:6]2=[O:38])(=[O:49])=[O:48], predict the reactants needed to synthesize it. The reactants are: [OH:1][C:2]1[C:10]([CH3:11])=[CH:9][C:8]([C:12]2[N:13]([C:31]([O:33][C:34]([CH3:37])([CH3:36])[CH3:35])=[O:32])[C:14]3[C:19]([CH:20]=2)=[CH:18][C:17]([CH2:21][N:22]2[CH2:27][CH2:26][N:25]([CH2:28][CH2:29][OH:30])[CH2:24][CH2:23]2)=[CH:16][CH:15]=3)=[C:7]2[C:3]=1[CH2:4][NH:5][C:6]2=[O:38].C(N(CC)CC)C.[CH3:46][S:47](Cl)(=[O:49])=[O:48]. (6) Given the product [CH:1]1([CH2:4][N+:5]2([O-:35])[CH2:23][CH2:22][C@:12]34[C:13]5[C:14]6[O:21][C@H:11]3[C@@H:10]([CH2:24][OH:25])[CH2:9][CH2:8][C@@:7]4([OH:26])[C@H:6]2[CH2:19][C:18]=5[CH:17]=[CH:16][C:15]=6[OH:20])[CH2:2][CH2:3]1, predict the reactants needed to synthesize it. The reactants are: [CH:1]1([CH2:4][N:5]2[CH2:23][CH2:22][C@:12]34[C:13]5[C:14]6[O:21][C@H:11]3[C@@H:10]([CH2:24][OH:25])[CH2:9][CH2:8][C@@:7]4([OH:26])[C@H:6]2[CH2:19][C:18]=5[CH:17]=[CH:16][C:15]=6[OH:20])[CH2:3][CH2:2]1.C1C=C(Cl)C=C(C(OO)=[O:35])C=1.C([O-])([O-])=O.[K+].[K+]. (7) Given the product [CH:20]1([S:23]([N:26]2[CH:30]=[C:29]([C:31]3[N:36]=[C:35]([NH:37][C:2]4[N:7]=[CH:6][C:5]5[C:8]([N:14]6[CH2:19][CH2:18][O:17][CH2:16][CH2:15]6)=[CH:9][N:10]([CH:11]([CH3:13])[CH3:12])[C:4]=5[CH:3]=4)[CH:34]=[CH:33][N:32]=3)[CH:28]=[N:27]2)(=[O:24])=[O:25])[CH2:22][CH2:21]1, predict the reactants needed to synthesize it. The reactants are: Cl[C:2]1[N:7]=[CH:6][C:5]2[C:8]([N:14]3[CH2:19][CH2:18][O:17][CH2:16][CH2:15]3)=[CH:9][N:10]([CH:11]([CH3:13])[CH3:12])[C:4]=2[CH:3]=1.[CH:20]1([S:23]([N:26]2[CH:30]=[C:29]([C:31]3[N:36]=[C:35]([NH2:37])[CH:34]=[CH:33][N:32]=3)[CH:28]=[N:27]2)(=[O:25])=[O:24])[CH2:22][CH2:21]1.C1(P(C2CCCCC2)C2C=CC=CC=2C2C(C(C)C)=CC(C(C)C)=CC=2C(C)C)CCCCC1.C(=O)([O-])[O-].[Cs+].[Cs+]. (8) Given the product [Br:20][CH2:21][CH2:22][CH2:23][CH2:24][N:12]1[C:13]2[C:18](=[CH:17][CH:16]=[CH:15][CH:14]=2)[CH:19]=[C:11]1[S:1]([C:4]1[CH:10]=[CH:9][C:7]([CH3:8])=[CH:6][CH:5]=1)(=[O:2])=[O:3], predict the reactants needed to synthesize it. The reactants are: [S:1]([C:11]1[NH:12][C:13]2[C:18]([CH:19]=1)=[CH:17][CH:16]=[CH:15][CH:14]=2)([C:4]1[CH:10]=[CH:9][C:7]([CH3:8])=[CH:6][CH:5]=1)(=[O:3])=[O:2].[Br:20][CH2:21][CH2:22][CH2:23][CH2:24]Br.[OH-].[K+]. (9) Given the product [Br:1][C:2]1[CH:3]=[CH:4][C:5]2[O:9][C:8]([CH:10]3[CH2:11][CH2:12][N:13]([C:17]([O:19][C:20]([CH3:23])([CH3:22])[CH3:21])=[O:18])[CH2:14][CH2:15]3)=[N:7][C:6]=2[CH:16]=1, predict the reactants needed to synthesize it. The reactants are: [Br:1][C:2]1[CH:3]=[CH:4][C:5]2[O:9][C:8]([CH:10]3[CH2:15][CH2:14][NH:13][CH2:12][CH2:11]3)=[N:7][C:6]=2[CH:16]=1.[C:17](O[C:17]([O:19][C:20]([CH3:23])([CH3:22])[CH3:21])=[O:18])([O:19][C:20]([CH3:23])([CH3:22])[CH3:21])=[O:18]. (10) Given the product [CH3:7][O:8][CH2:9][CH2:10][O:11][C:12]1[CH:17]=[C:16]2[C:18]([NH:22][C:23]3[CH:24]=[CH:25][CH:26]=[C:27]([C:29]#[CH:30])[CH:28]=3)=[N:19][CH:20]=[N:21][C:15]2=[CH:14][C:13]=1[O:31][CH2:32][CH2:33][O:34][CH3:35].[ClH:6], predict the reactants needed to synthesize it. The reactants are: C1OCOC1.[ClH:6].[CH3:7][O:8][CH2:9][CH2:10][O:11][C:12]1[CH:17]=[C:16]2[C:18]([NH:22][C:23]3[CH:28]=[C:27]([C:29]#[CH:30])[CH:26]=[CH:25][CH:24]=3)=[N:19][CH:20]=[N:21][C:15]2=[CH:14][C:13]=1[O:31][CH2:32][CH2:33][O:34][CH3:35].